From a dataset of Forward reaction prediction with 1.9M reactions from USPTO patents (1976-2016). Predict the product of the given reaction. (1) Given the reactants COC1C=CC(C[N:8](CC2C=CC(OC)=CC=2)[C:9]2[N:14]=[C:13]([CH3:15])[N:12]=[C:11]([C:16]3[N:20]4[CH:21]=[CH:22][CH:23]=[CH:24][C:19]4=[N:18][C:17]=3[NH:25][C:26]3[CH:27]=[N:28][C:29]([O:33][CH3:34])=[C:30]([F:32])[CH:31]=3)[N:10]=2)=CC=1.FC(F)(F)S(O)(=O)=O.FC(F)(F)C(O)=O, predict the reaction product. The product is: [NH2:8][C:9]1[N:14]=[C:13]([CH3:15])[N:12]=[C:11]([C:16]2[N:20]3[CH:21]=[CH:22][CH:23]=[CH:24][C:19]3=[N:18][C:17]=2[NH:25][C:26]2[CH:27]=[N:28][C:29]([O:33][CH3:34])=[C:30]([F:32])[CH:31]=2)[N:10]=1. (2) Given the reactants C(CCC1C(CCCCCCOC2C=C(C3C=CC(F)=C(F)C=3)C=C(C(=O)N(C)C)C=2)=CC=CC=1OCCCC(O)=O)(O)=O.C([O:47][C:48](=[O:92])[CH2:49][CH2:50][CH2:51][O:52][C:53]1[CH:58]=[CH:57][CH:56]=[C:55]([CH2:59][CH2:60][CH2:61][CH2:62][CH2:63][CH2:64][O:65][C:66]2[CH:67]=[C:68]([C:77]3[CH:82]=[CH:81][C:80]([F:83])=[C:79]([OH:84])[CH:78]=3)[CH:69]=[C:70]([C:72](=[O:76])[N:73]([CH3:75])[CH3:74])[CH:71]=2)[C:54]=1[CH2:85][CH2:86][C:87]([O:89]CC)=[O:88])C.[OH-].[Na+], predict the reaction product. The product is: [C:87]([CH2:86][CH2:85][C:54]1[C:55]([CH2:59][CH2:60][CH2:61][CH2:62][CH2:63][CH2:64][O:65][C:66]2[CH:67]=[C:68]([C:77]3[CH:82]=[CH:81][C:80]([F:83])=[C:79]([OH:84])[CH:78]=3)[CH:69]=[C:70]([C:72](=[O:76])[N:73]([CH3:75])[CH3:74])[CH:71]=2)=[CH:56][CH:57]=[CH:58][C:53]=1[O:52][CH2:51][CH2:50][CH2:49][C:48]([OH:92])=[O:47])([OH:89])=[O:88]. (3) Given the reactants [OH:1][CH:2]1[CH2:6][O:5][CH2:4][CH:3]1[O:7][C:8]1[CH:9]=[C:10]([C:21](O)=[O:22])[CH:11]=[C:12]([C:14]2[CH:19]=[CH:18][C:17]([CH3:20])=[CH:16][CH:15]=2)[CH:13]=1.Cl.Cl.[CH3:26][C:27]1[N:32]=[CH:31][C:30]([C@H:33]([NH2:35])[CH3:34])=[CH:29][CH:28]=1.F[P-](F)(F)(F)(F)F.C[N+](C)=C(N(C)C)ON1C2N=CC=CC=2N=N1.C(N(CC)C(C)C)(C)C, predict the reaction product. The product is: [OH:1][CH:2]1[CH2:6][O:5][CH2:4][CH:3]1[O:7][C:8]1[CH:9]=[C:10]([C:21]([NH:35][C@@H:33]([C:30]2[CH:31]=[N:32][C:27]([CH3:26])=[CH:28][CH:29]=2)[CH3:34])=[O:22])[CH:11]=[C:12]([C:14]2[CH:15]=[CH:16][C:17]([CH3:20])=[CH:18][CH:19]=2)[CH:13]=1. (4) Given the reactants [Cl:1][C:2]1[CH:10]=[CH:9][C:8]([CH3:11])=[C:7]2[C:3]=1[C:4](=O)[C:5](=O)[NH:6]2.[F:14][C:15]1[CH:28]=[CH:27][C:18]([CH2:19][C:20]2[N:21]([NH2:26])[C:22]([NH2:25])=[N:23][N:24]=2)=[CH:17][CH:16]=1, predict the reaction product. The product is: [Cl:1][C:2]1[CH:10]=[CH:9][C:8]([CH3:11])=[C:7]2[C:3]=1[C:4]1[C:5]([NH:6]2)=[N:25][C:22]2=[N:23][N:24]=[C:20]([CH2:19][C:18]3[CH:27]=[CH:28][C:15]([F:14])=[CH:16][CH:17]=3)[N:21]2[N:26]=1.